The task is: Predict the reaction yield, written as a fraction of the theoretical maximum amount of product (1.0 means a 100% yield; for example, 0.34 means a 34% yield).. This data is from Reaction yield outcomes from USPTO patents with 853,638 reactions. (1) The reactants are [NH2:1][C:2]1[N:7]=[CH:6][N:5]=[C:4]2[N:8]([CH2:26][C@H:27]3[CH2:31][CH2:30][CH2:29][N:28]3[C:32](=[O:36])[CH2:33][C:34]#[N:35])[N:9]=[C:10]([C:11]3[CH:16]=[CH:15][C:14]([O:17][C:18]4[CH:23]=[CH:22][CH:21]=[C:20]([F:24])[C:19]=4[F:25])=[CH:13][CH:12]=3)[C:3]=12.N1[CH2:42][CH2:41][CH2:40][CH2:39]C1. The catalyst is CO.C1(C=O)CC1. The product is [NH2:1][C:2]1[N:7]=[CH:6][N:5]=[C:4]2[N:8]([CH2:26][C@H:27]3[CH2:31][CH2:30][CH2:29][N:28]3[C:32]([C:33](=[CH:39][CH:40]3[CH2:42][CH2:41]3)[C:34]#[N:35])=[O:36])[N:9]=[C:10]([C:11]3[CH:16]=[CH:15][C:14]([O:17][C:18]4[CH:23]=[CH:22][CH:21]=[C:20]([F:24])[C:19]=4[F:25])=[CH:13][CH:12]=3)[C:3]=12. The yield is 0.250. (2) The reactants are [Cl:1][C:2]1[N:10]=[CH:9][CH:8]=[CH:7][C:3]=1[C:4]([OH:6])=[O:5].S(=O)(=O)(O)O.O.[C:17]([O-])(O)=O.[Na+]. The catalyst is CO. The product is [Cl:1][C:2]1[N:10]=[CH:9][CH:8]=[CH:7][C:3]=1[C:4]([O:6][CH3:17])=[O:5]. The yield is 0.400. (3) The reactants are [CH2:1]1[CH2:6][C@@H:5]([C:7]([OH:9])=[O:8])[NH:4][CH2:3][CH2:2]1.[C:10](N)(=O)[CH2:11][CH2:12][C:13](N)=O.[OH2:18].O1[CH2:24][CH2:23][O:22][CH2:21]C1. The product is [CH:10]1[C:10]2[CH:24]([CH2:23][O:22][C:21]([N:4]3[CH2:3][CH2:2][CH2:1][CH2:6][C@H:5]3[C:7]([OH:9])=[O:8])=[O:18])[C:3]3[C:12](=[CH:13][CH:6]=[CH:1][CH:2]=3)[C:11]=2[CH:13]=[CH:12][CH:11]=1. The catalyst is C(=O)([O-])[O-].[Na+].[Na+].CCOCC. The yield is 0.830. (4) The reactants are [Cl:1][C:2]1[CH:11]=[CH:10][C:5]2[N:6]=[C:7]([NH2:9])[S:8][C:4]=2[CH:3]=1.[F:12][C:13]([F:24])([F:23])[C:14]1[CH:15]=[C:16]([CH:20]=[CH:21][CH:22]=1)[C:17](Cl)=[O:18].Br[CH:26]([CH2:31][CH3:32])[C:27]([O:29]C)=[O:28].COC1C=CC2N=C(N)SC=2C=1.ClC1C=C(C=CC=1)C(Cl)=O.BrCC(OCC)=O. No catalyst specified. The product is [Cl:1][C:2]1[CH:11]=[CH:10][C:5]2[N:6]([CH:26]([CH2:31][CH3:32])[C:27]([OH:29])=[O:28])[C:7](=[N:9][C:17](=[O:18])[C:16]3[CH:20]=[CH:21][CH:22]=[C:14]([C:13]([F:24])([F:23])[F:12])[CH:15]=3)[S:8][C:4]=2[CH:3]=1. The yield is 0.240. (5) The reactants are [C:1]([C:3]1[CH:4]=[C:5]2[C:11]([NH:12][CH2:13][C:14]3[CH:19]=[CH:18][C:17]([F:20])=[C:16]([F:21])[CH:15]=3)=[N:10][N:9]([CH2:22][C:23]3[CH:28]=[CH:27][C:26]([O:29]C)=[CH:25][CH:24]=3)[C:6]2=[N:7][CH:8]=1)#[N:2].B(Br)(Br)Br. The catalyst is C(Cl)Cl. The product is [F:21][C:16]1[CH:15]=[C:14]([CH:19]=[CH:18][C:17]=1[F:20])[CH2:13][NH:12][C:11]1[C:5]2[C:6](=[N:7][CH:8]=[C:3]([C:1]#[N:2])[CH:4]=2)[N:9]([CH2:22][C:23]2[CH:24]=[CH:25][C:26]([OH:29])=[CH:27][CH:28]=2)[N:10]=1. The yield is 0.460. (6) The reactants are [Cl:1][C:2]1[CH:10]=[CH:9][C:5]([C:6]([OH:8])=[O:7])=[CH:4][CH:3]=1.[C:11]([O:15][C:16](=[O:39])[N:17]([CH2:19][C@H:20]([C:29]1[CH:38]=[CH:37][C:36]2[C:31](=[CH:32][CH:33]=[CH:34][CH:35]=2)[CH:30]=1)[C@H:21](O)[C:22]1[CH:27]=[CH:26][CH:25]=[CH:24][CH:23]=1)[CH3:18])([CH3:14])([CH3:13])[CH3:12].C1(P(C2C=CC=CC=2)C2C=CC=CC=2)C=CC=CC=1.N(C(OC(C)C)=O)=NC(OC(C)C)=O. The catalyst is C1COCC1. The product is [Cl:1][C:2]1[CH:10]=[CH:9][C:5]([C:6]([O:8][C@@H:21]([C:22]2[CH:27]=[CH:26][CH:25]=[CH:24][CH:23]=2)[C@@H:20]([C:29]2[CH:38]=[CH:37][C:36]3[C:31](=[CH:32][CH:33]=[CH:34][CH:35]=3)[CH:30]=2)[CH2:19][N:17]([C:16]([O:15][C:11]([CH3:14])([CH3:12])[CH3:13])=[O:39])[CH3:18])=[O:7])=[CH:4][CH:3]=1. The yield is 0.622. (7) The reactants are [CH3:1][O:2][C:3]1[CH:4]=[CH:5][C:6]([CH:15]=[C:16]([C:22]([O:24][CH2:25][CH3:26])=[O:23])[C:17]([O:19][CH2:20][CH3:21])=[O:18])=[C:7]2[C:12]=1[N:11]([CH3:13])[C:10](=[O:14])[CH:9]=[CH:8]2. The catalyst is [C].[Pd].C(O)C. The product is [CH3:1][O:2][C:3]1[CH:4]=[CH:5][C:6]([CH2:15][CH:16]([C:22]([O:24][CH2:25][CH3:26])=[O:23])[C:17]([O:19][CH2:20][CH3:21])=[O:18])=[C:7]2[C:12]=1[N:11]([CH3:13])[C:10](=[O:14])[CH:9]=[CH:8]2. The yield is 0.810. (8) The reactants are [Cl:1][CH2:2][C:3](=O)[CH2:4]Cl.[N:7]1[CH:12]=[CH:11][CH:10]=[CH:9][C:8]=1[NH2:13]. The catalyst is COCCOC.C(O)C. The product is [Cl:1][CH2:2][C:3]1[N:13]=[C:8]2[CH:9]=[CH:10][CH:11]=[CH:12][N:7]2[CH:4]=1. The yield is 0.300. (9) The reactants are Cl[C:2]1[N:7]=[C:6]([C:8]2[S:9][C:10]([Cl:13])=[CH:11][CH:12]=2)[N:5]=[C:4]([CH3:14])[N:3]=1.[F:15][C:16]1[CH:22]=[CH:21][C:19]([NH2:20])=[CH:18][CH:17]=1. No catalyst specified. The product is [Cl:13][C:10]1[S:9][C:8]([C:6]2[N:5]=[C:4]([CH3:14])[N:3]=[C:2]([NH:20][C:19]3[CH:21]=[CH:22][C:16]([F:15])=[CH:17][CH:18]=3)[N:7]=2)=[CH:12][CH:11]=1. The yield is 0.240.